This data is from Reaction yield outcomes from USPTO patents with 853,638 reactions. The task is: Predict the reaction yield, written as a fraction of the theoretical maximum amount of product (1.0 means a 100% yield; for example, 0.34 means a 34% yield). (1) The reactants are [Br:1][C:2]1[CH:3]=[C:4](I)[C:5]([O:8][CH3:9])=[N:6][CH:7]=1.[C:11]([C:13]1[CH:18]=[CH:17][C:16]([C:19]2([NH:23][C:24](=[O:30])[O:25][C:26]([CH3:29])([CH3:28])[CH3:27])[CH2:22][CH2:21][CH2:20]2)=[CH:15][CH:14]=1)#[CH:12]. The catalyst is C(N(CC)CC)C.ClCCl.CC(C)([P](C(C)(C)C)([Pd][P](C(C)(C)C)(C(C)(C)C)C(C)(C)C)C(C)(C)C)C.[Cu]I. The product is [Br:1][C:2]1[CH:3]=[C:4]([C:12]#[C:11][C:13]2[CH:14]=[CH:15][C:16]([C:19]3([NH:23][C:24](=[O:30])[O:25][C:26]([CH3:28])([CH3:27])[CH3:29])[CH2:22][CH2:21][CH2:20]3)=[CH:17][CH:18]=2)[C:5]([O:8][CH3:9])=[N:6][CH:7]=1. The yield is 0.870. (2) The reactants are C([O:3][C:4](=O)[CH2:5][C:6](=O)[CH:7]1[CH2:11][CH2:10][O:9][CH2:8]1)C.Cl.[NH2:15][C:16]([NH2:18])=[NH:17].CC(C)([O-])C.[K+]. The catalyst is CO.O. The product is [NH2:17][C:16]1[NH:18][C:4](=[O:3])[CH:5]=[C:6]([CH:7]2[CH2:11][CH2:10][O:9][CH2:8]2)[N:15]=1. The yield is 0.510. (3) The reactants are O=C[C@@H]([C@H]([C@@H]([C@@H](CO)O)O)O)O.C1N=C(N)C2N=CN([C@@H]3O[C@H](COP(OP(OC[C@H]4O[C@@H](N5C=C(C(N)=O)CC=C5)[C@H](O)[C@@H]4O)(O)=O)(O)=O)[C@@H](O)[C@H]3O)C=2N=1.[CH2:57]([N:64]1[CH2:68][CH2:67][C:66](=[O:69])[CH2:65]1)[C:58]1[CH:63]=[CH:62][CH:61]=[CH:60][CH:59]=1.Cl.[OH-].[Na+]. No catalyst specified. The product is [CH2:57]([N:64]1[CH2:68][CH2:67][CH:66]([OH:69])[CH2:65]1)[C:58]1[CH:59]=[CH:60][CH:61]=[CH:62][CH:63]=1. The yield is 0.960. (4) The reactants are [Cl:1][C:2]1[N:7]=[C:6]([N:8]2[CH2:13][CH2:12][O:11][CH2:10][C@H:9]2[CH3:14])[CH:5]=[C:4]([CH2:15][S:16]([CH2:19][CH3:20])(=[O:18])=[O:17])[N:3]=1.[H-].[Na+].Cl.[CH2:24]([N:31]([CH2:35][CH2:36]Cl)[CH2:32][CH2:33]Cl)[C:25]1[CH:30]=[CH:29][CH:28]=[CH:27][CH:26]=1. The catalyst is CN1C(=O)CCC1.[Br-].C([N+](CCCC)(CCCC)CCCC)CCC. The product is [CH2:24]([N:31]1[CH2:35][CH2:36][C:15]([C:4]2[N:3]=[C:2]([Cl:1])[N:7]=[C:6]([N:8]3[CH2:13][CH2:12][O:11][CH2:10][C@H:9]3[CH3:14])[CH:5]=2)([S:16]([CH2:19][CH3:20])(=[O:18])=[O:17])[CH2:33][CH2:32]1)[C:25]1[CH:30]=[CH:29][CH:28]=[CH:27][CH:26]=1. The yield is 0.850. (5) The reactants are Cl.[NH2:2][CH2:3][CH2:4][N:5]([CH3:33])[CH2:6][CH2:7][NH:8][C:9](=[O:32])[CH2:10][C:11]1[C:19]2[C:14](=[CH:15][CH:16]=[C:17]([O:20][CH3:21])[CH:18]=2)[N:13]([C:22](=[O:30])[C:23]2[CH:28]=[CH:27][C:26]([Cl:29])=[CH:25][CH:24]=2)[C:12]=1[CH3:31].CN(C(ON1N=N[C:44]2[CH:45]=[CH:46][CH:47]=N[C:43]1=2)=[N+](C)C)C.F[P-](F)(F)(F)(F)F.CCN([CH:64]([CH3:66])[CH3:65])C(C)C.CCO[C:70]([CH3:72])=[O:71]. The catalyst is CC#N. The product is [Cl:29][C:26]1[CH:27]=[CH:28][C:23]([C:22]([N:13]2[C:14]3[C:19](=[CH:18][C:17]([O:20][CH3:21])=[CH:16][CH:15]=3)[C:11]([CH2:10][C:9]([NH:8][CH2:7][CH2:6][N:5]([CH3:33])[CH2:4][CH2:3][NH:2][C:70](=[O:71])[CH2:72][CH2:43]/[CH:44]=[CH:45]\[CH2:46]/[CH:47]=[CH:9]\[CH2:10]/[CH:11]=[CH:19]\[CH2:18]/[CH:17]=[CH:16]\[CH2:66]/[CH:64]=[CH:65]\[CH2:47]/[CH:46]=[CH:45]\[CH2:44][CH3:43])=[O:32])=[C:12]2[CH3:31])=[O:30])=[CH:24][CH:25]=1. The yield is 0.650.